This data is from Catalyst prediction with 721,799 reactions and 888 catalyst types from USPTO. The task is: Predict which catalyst facilitates the given reaction. (1) Reactant: C1C=CC2N(O)N=NC=2C=1.C(N(C(C)C)CC)(C)C.[Br:20][C:21]1[CH:26]=[CH:25][C:24]([CH2:27][C:28]([OH:30])=O)=[CH:23][CH:22]=1.Cl[CH2:32][CH2:33][CH2:34]/[C:35](=[CH:40]\[C:41]1[CH:46]=[CH:45][C:44]([N:47]2[CH:51]=[C:50]([CH3:52])[N:49]=[CH:48]2)=[C:43]([O:53][CH3:54])[CH:42]=1)/[C:36]([NH:38][NH2:39])=[O:37].C(=O)(O)[O-].[Na+]. Product: [Br:20][C:21]1[CH:22]=[CH:23][C:24]([CH2:27][C:28]([NH:39][N:38]2[CH2:32][CH2:33][CH2:34]/[C:35](=[CH:40]\[C:41]3[CH:46]=[CH:45][C:44]([N:47]4[CH:51]=[C:50]([CH3:52])[N:49]=[CH:48]4)=[C:43]([O:53][CH3:54])[CH:42]=3)/[C:36]2=[O:37])=[O:30])=[CH:25][CH:26]=1. The catalyst class is: 607. (2) Reactant: [C:1]([S:4][CH2:5][C@H:6]1[N:11]([CH2:12][C@H:13](O)[C:14]2[C:15]([CH3:24])=[C:16]3[C:20](=[CH:21][CH:22]=2)[C:19](=[O:23])[O:18][CH2:17]3)[CH2:10][CH2:9][N:8]([C:26]([O:28][C:29]([CH3:32])([CH3:31])[CH3:30])=[O:27])[CH2:7]1)(=[O:3])[CH3:2].S(Cl)([Cl:35])=O.N1C=CC=CC=1. Product: [C:1]([S:4][CH2:5][C@H:6]1[N:11]([CH2:12][CH:13]([Cl:35])[C:14]2[C:15]([CH3:24])=[C:16]3[C:20](=[CH:21][CH:22]=2)[C:19](=[O:23])[O:18][CH2:17]3)[CH2:10][CH2:9][N:8]([C:26]([O:28][C:29]([CH3:32])([CH3:31])[CH3:30])=[O:27])[CH2:7]1)(=[O:3])[CH3:2]. The catalyst class is: 11.